This data is from NCI-60 drug combinations with 297,098 pairs across 59 cell lines. The task is: Regression. Given two drug SMILES strings and cell line genomic features, predict the synergy score measuring deviation from expected non-interaction effect. (1) Drug 1: CN(C)C(=N)N=C(N)N. Drug 2: CC1CCC2CC(C(=CC=CC=CC(CC(C(=O)C(C(C(=CC(C(=O)CC(OC(=O)C3CCCCN3C(=O)C(=O)C1(O2)O)C(C)CC4CCC(C(C4)OC)OP(=O)(C)C)C)C)O)OC)C)C)C)OC. Cell line: UACC62. Synergy scores: CSS=12.7, Synergy_ZIP=-5.18, Synergy_Bliss=-2.45, Synergy_Loewe=-12.8, Synergy_HSA=-2.49. (2) Drug 1: C1CN1P(=S)(N2CC2)N3CC3. Drug 2: CC1C(C(CC(O1)OC2CC(CC3=C2C(=C4C(=C3O)C(=O)C5=C(C4=O)C(=CC=C5)OC)O)(C(=O)CO)O)N)O.Cl. Cell line: EKVX. Synergy scores: CSS=5.58, Synergy_ZIP=-2.73, Synergy_Bliss=-3.48, Synergy_Loewe=-16.1, Synergy_HSA=-1.76.